From a dataset of Catalyst prediction with 721,799 reactions and 888 catalyst types from USPTO. Predict which catalyst facilitates the given reaction. (1) Reactant: [C:1]([NH:4][C:5]1[CH:10]=[CH:9][C:8]([S:11](Cl)(=[O:13])=[O:12])=[CH:7][CH:6]=1)(=[O:3])[CH3:2].[NH2:15][C:16]1[S:17][C:18]([CH2:21][OH:22])=[N:19][N:20]=1.Cl. Product: [OH:22][CH2:21][C:18]1[S:17][C:16]([NH:15][S:11]([C:8]2[CH:9]=[CH:10][C:5]([NH:4][C:1](=[O:3])[CH3:2])=[CH:6][CH:7]=2)(=[O:13])=[O:12])=[N:20][N:19]=1. The catalyst class is: 17. (2) Reactant: [Br:1][C:2]1[C:3]([CH3:9])=[C:4]([CH:6]=[CH:7][CH:8]=1)[NH2:5].[C:10]1(=O)[C:19]2[C:14](=[CH:15][CH:16]=[CH:17][CH:18]=2)[CH2:13][C:12](=[O:20])[O:11]1. Product: [Br:1][C:2]1[C:3]([CH3:9])=[C:4]([N:5]2[C:12](=[O:20])[CH2:13][C:14]3[C:19](=[CH:18][CH:17]=[CH:16][CH:15]=3)[C:10]2=[O:11])[CH:6]=[CH:7][CH:8]=1. The catalyst class is: 15. (3) Reactant: [CH:1]1([N:7]([CH3:17])[C:8]2[N:13]=[CH:12][N:11]=[C:10]([C:14]([OH:16])=O)[CH:9]=2)[CH2:6][CH2:5][CH2:4][CH2:3][CH2:2]1.[NH2:18][C:19]1[CH:24]=[CH:23][C:22]([S:25]([NH:28][CH2:29][CH3:30])(=[O:27])=[O:26])=[CH:21][CH:20]=1. Product: [CH:1]1([N:7]([CH3:17])[C:8]2[N:13]=[CH:12][N:11]=[C:10]([C:14]([NH:18][C:19]3[CH:24]=[CH:23][C:22]([S:25]([NH:28][CH2:29][CH3:30])(=[O:27])=[O:26])=[CH:21][CH:20]=3)=[O:16])[CH:9]=2)[CH2:2][CH2:3][CH2:4][CH2:5][CH2:6]1. The catalyst class is: 5. (4) Reactant: [CH:1]([C:3]1[CH:8]=[CH:7][C:6]([CH:9]([NH:11][C:12]([C:14]2[CH:18]=[C:17]([CH2:19][N:20]([S:22]([C:25]3[C:30]([CH3:31])=[CH:29][C:28]([O:32][CH3:33])=[CH:27][C:26]=3[CH3:34])(=[O:24])=[O:23])[CH3:21])[O:16][CH:15]=2)=[O:13])[CH3:10])=[CH:5][CH:4]=1)=O.[OH:35][CH:36]1[CH2:40][CH2:39][NH:38][CH2:37]1.CC(O)=O.ClCCCl. Product: [OH:35][CH:36]1[CH2:40][CH2:39][N:38]([CH2:1][C:3]2[CH:4]=[CH:5][C:6]([CH:9]([NH:11][C:12]([C:14]3[CH:18]=[C:17]([CH2:19][N:20]([S:22]([C:25]4[C:30]([CH3:31])=[CH:29][C:28]([O:32][CH3:33])=[CH:27][C:26]=4[CH3:34])(=[O:24])=[O:23])[CH3:21])[O:16][CH:15]=3)=[O:13])[CH3:10])=[CH:7][CH:8]=2)[CH2:37]1. The catalyst class is: 2. (5) Reactant: [CH3:1][S:2](Cl)(=[O:4])=[O:3].[F:6][C:7]1[N:12]=[CH:11][C:10]([CH2:13][OH:14])=[CH:9][CH:8]=1.C(N(CC)CC)C. Product: [CH3:1][S:2]([O:14][CH2:13][C:10]1[CH:11]=[N:12][C:7]([F:6])=[CH:8][CH:9]=1)(=[O:4])=[O:3]. The catalyst class is: 1. (6) Reactant: C1C(=O)N(OC(ON2C(=O)CCC2=O)=O)[C:3](=[O:4])C1.[NH2:19][C:20]1[CH:25]=[CH:24][CH:23]=[CH:22][C:21]=1[NH:26][C:27]([NH:29][C:30]1[CH:35]=[CH:34][CH:33]=[C:32]([C:36]([F:39])([F:38])[F:37])[CH:31]=1)=[S:28]. The catalyst class is: 10. Product: [F:38][C:36]([F:39])([F:37])[C:32]1[CH:31]=[C:30]([NH:29][C:27]([N:26]2[C:21]3[CH:22]=[CH:23][CH:24]=[CH:25][C:20]=3[NH:19][C:3]2=[O:4])=[S:28])[CH:35]=[CH:34][CH:33]=1. (7) Reactant: [CH:1]([O:4][C:5]1[C:10]([O:11][CH3:12])=[CH:9][C:8](/[CH:13]=[CH:14]/[C:15](OC)=[O:16])=[C:7]([N+:19]([O-])=O)[CH:6]=1)([CH3:3])[CH3:2].C(OCC)(=O)C. Product: [CH:1]([O:4][C:5]1[CH:6]=[C:7]2[C:8]([CH2:13][CH2:14][C:15](=[O:16])[NH:19]2)=[CH:9][C:10]=1[O:11][CH3:12])([CH3:3])[CH3:2]. The catalyst class is: 29. (8) Reactant: Cl[C:2]1[C:7]([C:8]([F:11])([F:10])[F:9])=[CH:6][N:5]=[C:4]([NH:12][C:13]2[CH:18]=[CH:17][C:16]([P:19]([CH3:22])([CH3:21])=[O:20])=[CH:15][CH:14]=2)[N:3]=1.C(N(CC)CC)C.[CH3:30][N:31]1[CH2:36][CH2:35][NH:34][CH2:33][CH2:32]1. Product: [CH3:21][P:19]([C:16]1[CH:17]=[CH:18][C:13]([NH:12][C:4]2[N:3]=[C:2]([N:34]3[CH2:35][CH2:36][N:31]([CH3:30])[CH2:32][CH2:33]3)[C:7]([C:8]([F:11])([F:10])[F:9])=[CH:6][N:5]=2)=[CH:14][CH:15]=1)([CH3:22])=[O:20]. The catalyst class is: 8. (9) Reactant: P(Cl)(Cl)(Cl)=O.[OH:6][C:7]1[N:8]=[C:9]2[CH:17]=[C:16]([O:18][CH2:19][C:20]3[S:21][CH:22]=[C:23]([CH:25]([CH3:27])[CH3:26])[N:24]=3)[CH:15]=[CH:14][N:10]2[C:11](=[O:13])[CH:12]=1.[C:28](=O)([O-])[OH:29].[Na+]. Product: [OH:6][C:7]1[N:8]=[C:9]2[CH:17]=[C:16]([O:18][CH2:19][C:20]3[S:21][CH:22]=[C:23]([CH:25]([CH3:27])[CH3:26])[N:24]=3)[CH:15]=[CH:14][N:10]2[C:11](=[O:13])[C:12]=1[CH:28]=[O:29]. The catalyst class is: 9.